From a dataset of Retrosynthesis with 50K atom-mapped reactions and 10 reaction types from USPTO. Predict the reactants needed to synthesize the given product. (1) Given the product COC(=O)Cc1ccc(CCCCc2ccc(OCCCN3CCOCC3)cc2)cc1, predict the reactants needed to synthesize it. The reactants are: COC(=O)Cc1ccc(CCCCc2ccc(O)cc2)cc1.ClCCCN1CCOCC1. (2) Given the product Cc1cccnc1C(=O)CN(C=O)C=O, predict the reactants needed to synthesize it. The reactants are: Cc1cccnc1C(=O)CBr.O=C[N-]C=O. (3) Given the product CCOC(=O)C1CCN(c2ccncc2)CC1, predict the reactants needed to synthesize it. The reactants are: CCOC(=O)C1CCNCC1.Clc1ccncc1. (4) Given the product Cc1ccc2c(n1)c(=O)c(C(=O)c1ccc(C)c(C)c1)cn2Cc1cccc(Br)n1, predict the reactants needed to synthesize it. The reactants are: BrCc1cccc(Br)n1.Cc1ccc2[nH]cc(C(=O)c3ccc(C)c(C)c3)c(=O)c2n1. (5) The reactants are: Cc1nc2cc(OC[C@H](O)CN3CCNCC3)ccc2s1.Fc1cccc(-c2noc(CCl)n2)c1. Given the product Cc1nc2cc(OC[C@H](O)CN3CCN(Cc4nc(-c5cccc(F)c5)no4)CC3)ccc2s1, predict the reactants needed to synthesize it. (6) Given the product NC1=N[C@](CF)(c2cc(N)ccc2F)[C@H]2C[C@H]2O1, predict the reactants needed to synthesize it. The reactants are: NC1=N[C@](CF)(c2cc(Br)ccc2F)[C@H]2C[C@H]2O1.[N-]=[N+]=[N-]. (7) Given the product O=C1CCN(Cc2ccc(Cl)cc2)CC1, predict the reactants needed to synthesize it. The reactants are: ClCc1ccc(Cl)cc1.O=C1CCNCC1. (8) Given the product O=C(O)C(F)(F)F, predict the reactants needed to synthesize it. The reactants are: CC(C)(C)CC1NC(C(=O)OC(C)(C)C)C(c2cccc(Cl)c2)C1(C#N)c1ccc(Cl)cc1. (9) Given the product O=C(O)CNC(=O)c1cccc2c(-c3ccccc3)c([N+](=O)[O-])oc12, predict the reactants needed to synthesize it. The reactants are: CCOC(=O)CNC(=O)c1cccc2c(-c3ccccc3)c([N+](=O)[O-])oc12.